This data is from NCI-60 drug combinations with 297,098 pairs across 59 cell lines. The task is: Regression. Given two drug SMILES strings and cell line genomic features, predict the synergy score measuring deviation from expected non-interaction effect. (1) Drug 1: CC1=C2C(C(=O)C3(C(CC4C(C3C(C(C2(C)C)(CC1OC(=O)C(C(C5=CC=CC=C5)NC(=O)OC(C)(C)C)O)O)OC(=O)C6=CC=CC=C6)(CO4)OC(=O)C)OC)C)OC. Drug 2: C1=C(C(=O)NC(=O)N1)F. Cell line: COLO 205. Synergy scores: CSS=70.6, Synergy_ZIP=-6.12, Synergy_Bliss=-8.56, Synergy_Loewe=-1.58, Synergy_HSA=-0.211. (2) Drug 1: C1CN1P(=S)(N2CC2)N3CC3. Drug 2: CCCCCOC(=O)NC1=NC(=O)N(C=C1F)C2C(C(C(O2)C)O)O. Cell line: HL-60(TB). Synergy scores: CSS=45.0, Synergy_ZIP=1.51, Synergy_Bliss=-4.42, Synergy_Loewe=-15.1, Synergy_HSA=-9.20. (3) Drug 1: C1=NC2=C(N=C(N=C2N1C3C(C(C(O3)CO)O)F)Cl)N. Drug 2: CCC1=C2CN3C(=CC4=C(C3=O)COC(=O)C4(CC)O)C2=NC5=C1C=C(C=C5)O. Cell line: ACHN. Synergy scores: CSS=49.5, Synergy_ZIP=-2.12, Synergy_Bliss=-0.383, Synergy_Loewe=-16.8, Synergy_HSA=1.83.